The task is: Predict the product of the given reaction.. This data is from Forward reaction prediction with 1.9M reactions from USPTO patents (1976-2016). (1) Given the reactants [Br:1][C:2]1[C:7]2[CH2:8][O:9][C@:10]3([CH3:15])[C@H:14]([C:6]=2[CH:5]=[CH:4][CH:3]=1)[CH2:13][NH:12][CH2:11]3.C(N(CC)CC)C.[C:23](O[C:23]([O:25][C:26]([CH3:29])([CH3:28])[CH3:27])=[O:24])([O:25][C:26]([CH3:29])([CH3:28])[CH3:27])=[O:24], predict the reaction product. The product is: [Br:1][C:2]1[C:7]2[CH2:8][O:9][C@:10]3([CH3:15])[C@H:14]([C:6]=2[CH:5]=[CH:4][CH:3]=1)[CH2:13][N:12]([C:23]([O:25][C:26]([CH3:29])([CH3:28])[CH3:27])=[O:24])[CH2:11]3. (2) Given the reactants CS[C:3](SC)=[C:4]([C:21]([C:23]1[CH:24]=[N:25][CH:26]=[CH:27][CH:28]=1)=[O:22])[C:5]([C:7]1[CH:12]=[CH:11][CH:10]=[C:9]([C@@H:13]2[CH2:17][O:16][C:15]([CH3:19])([CH3:18])[O:14]2)[C:8]=1[F:20])=[O:6].[C:31]1([NH2:38])[CH:36]=[CH:35][CH:34]=[CH:33][C:32]=1[NH2:37], predict the reaction product. The product is: [NH:37]1[C:32]2[CH:33]=[CH:34][CH:35]=[CH:36][C:31]=2[NH:38][C:3]1=[C:4]([C:21]([C:23]1[CH:24]=[N:25][CH:26]=[CH:27][CH:28]=1)=[O:22])[C:5]([C:7]1[CH:12]=[CH:11][CH:10]=[C:9]([C@@H:13]2[CH2:17][O:16][C:15]([CH3:19])([CH3:18])[O:14]2)[C:8]=1[F:20])=[O:6]. (3) Given the reactants [CH3:1][CH2:2][C@H:3]([C@H:11]([CH2:13][N:14]([CH3:16])[CH3:15])[CH3:12])[C:4]1[CH:5]=[CH:6][CH:7]=[C:8]([OH:10])[CH:9]=1.Cl.[Cl-].[Na+], predict the reaction product. The product is: [CH3:1][CH2:2][C@H:3]([C@H:11]([CH2:13][N:14]([CH3:16])[CH3:15])[CH3:12])[C:4]1[CH:5]=[CH:6][CH:7]=[C:8]([OH:10])[CH:9]=1. (4) Given the reactants Br[C:2]1[CH:3]=[C:4]([C:8]([O:10][CH3:11])=[O:9])[NH:5][C:6]=1Br.C([Sn](CCCC)(CCCC)[CH2:17][O:18][CH2:19][Sn](CCCC)(CCCC)CCCC)CCC.CC(C1C=C(C(C)C)C(C2C=CC=CC=2P(C2CCCCC2)C2CCCCC2)=C(C(C)C)C=1)C, predict the reaction product. The product is: [NH:5]1[C:4]([C:8]([O:10][CH3:11])=[O:9])=[CH:3][C:2]2[CH2:17][O:18][CH2:19][C:6]1=2. (5) Given the reactants NC1C(C)=CC=CC=1[C:9]([C:11]1[CH:16]=[CH:15][CH:14]=[CH:13][C:12]=1[F:17])=[O:10].[Cl:18][C:19]1[CH:20]=[C:21]([CH:23]=[CH:24][C:25]=1[Cl:26])[NH2:22].FC1C=CC=CC=1C#N, predict the reaction product. The product is: [NH2:22][C:21]1[CH:20]=[C:19]([Cl:18])[C:25]([Cl:26])=[CH:24][C:23]=1[C:9]([C:11]1[CH:16]=[CH:15][CH:14]=[CH:13][C:12]=1[F:17])=[O:10]. (6) Given the reactants [NH2:1][C:2]1[S:6][N:5]=[C:4]([CH3:7])[C:3]=1[C:8]([NH:10][C:11]1[CH:12]=[N:13][C:14]([O:17][CH3:18])=[CH:15][CH:16]=1)=[O:9].Br[C:20]1[CH:27]=[CH:26][C:23]([C:24]#[N:25])=[CH:22][N:21]=1.C(=O)([O-])[O-].[Cs+].[Cs+].CC1(C)C2C(=C(P(C3C=CC=CC=3)C3C=CC=CC=3)C=CC=2)OC2C(P(C3C=CC=CC=3)C3C=CC=CC=3)=CC=CC1=2, predict the reaction product. The product is: [C:24]([C:23]1[CH:26]=[CH:27][C:20]([NH:1][C:2]2[S:6][N:5]=[C:4]([CH3:7])[C:3]=2[C:8]([NH:10][C:11]2[CH:12]=[N:13][C:14]([O:17][CH3:18])=[CH:15][CH:16]=2)=[O:9])=[N:21][CH:22]=1)#[N:25]. (7) Given the reactants [NH:1]1[CH:8]=[CH:7][C:5](=[O:6])[NH:4][C:2]1=[O:3].[F:9][C:10]([F:15])([F:14])S([O-])=O.[Na+].C(OO)(C)(C)C, predict the reaction product. The product is: [F:9][C:10]([F:15])([F:14])[C:7]1[C:5](=[O:6])[NH:4][C:2](=[O:3])[NH:1][CH:8]=1.